Dataset: Reaction yield outcomes from USPTO patents with 853,638 reactions. Task: Predict the reaction yield, written as a fraction of the theoretical maximum amount of product (1.0 means a 100% yield; for example, 0.34 means a 34% yield). (1) The reactants are [OH:1][CH2:2][CH2:3][O:4][C:5]1[CH:6]=[C:7]([C:11]2[CH:19]=[CH:18][CH:17]=[C:16]3[C:12]=2[CH2:13][C:14](=[O:20])[NH:15]3)[CH:8]=[CH:9][CH:10]=1.[N:21]1([CH2:26][CH2:27][NH:28][C:29]([C:31]2[C:35]([CH3:36])=[C:34]([CH:37]=O)[NH:33][C:32]=2[CH3:39])=[O:30])[CH2:25][CH2:24][CH2:23][CH2:22]1. The catalyst is N1CCCC1.C(O)C. The product is [N:21]1([CH2:26][CH2:27][NH:28][C:29]([C:31]2[C:35]([CH3:36])=[C:34](/[CH:37]=[C:13]3\[C:14](=[O:20])[NH:15][C:16]4[C:12]\3=[C:11]([C:7]3[CH:8]=[CH:9][CH:10]=[C:5]([O:4][CH2:3][CH2:2][OH:1])[CH:6]=3)[CH:19]=[CH:18][CH:17]=4)[NH:33][C:32]=2[CH3:39])=[O:30])[CH2:25][CH2:24][CH2:23][CH2:22]1. The yield is 0.600. (2) No catalyst specified. The reactants are C(OC(=O)[NH:7][CH:8]1[CH2:13][CH2:12][N:11]([CH2:14][CH2:15][N:16]2[C:21]3[CH:22]=[C:23]([F:26])[CH:24]=[CH:25][C:20]=3[O:19][CH2:18][C:17]2=[O:27])[CH2:10][CH2:9]1)(C)(C)C.NC1CCN(CCN2C3C(=CC=C(C#N)C=3)C=CC2=O)CC1. The product is [NH2:7][CH:8]1[CH2:9][CH2:10][N:11]([CH2:14][CH2:15][N:16]2[C:21]3[CH:22]=[C:23]([F:26])[CH:24]=[CH:25][C:20]=3[O:19][CH2:18][C:17]2=[O:27])[CH2:12][CH2:13]1. The yield is 1.00. (3) The reactants are [CH:1]1([CH2:4][C:5]2[C:6]3[N:7]([C:11]([C:22]4[CH:27]=[CH:26][N:25]=[C:24](SC)[N:23]=4)=[C:12]([C:14]4[CH:19]=[CH:18][C:17]([F:20])=[CH:16][C:15]=4[F:21])[N:13]=3)[CH:8]=[CH:9][N:10]=2)[CH2:3][CH2:2]1.O[O:31][S:32]([O-:34])=O.[K+].[CH2:36](Cl)Cl. The catalyst is CO.O. The product is [CH:1]1([CH2:4][C:5]2[C:6]3[N:7]([C:11]([C:22]4[CH:27]=[CH:26][N:25]=[C:24]([S:32]([CH3:36])(=[O:34])=[O:31])[N:23]=4)=[C:12]([C:14]4[CH:19]=[CH:18][C:17]([F:20])=[CH:16][C:15]=4[F:21])[N:13]=3)[CH:8]=[CH:9][N:10]=2)[CH2:2][CH2:3]1. The yield is 0.700. (4) The reactants are FC(F)(F)C(O)=O.C(OC([N:15]1[CH2:19][CH2:18][CH2:17][C@H:16]1[CH:20]=[CH:21][C:22]1[CH:23]=[N:24][CH:25]=[CH:26][CH:27]=1)=O)(C)(C)C.C([O-])(O)=O.[Na+].[Na+].[Cl-]. The catalyst is C1(OC)C=CC=CC=1. The product is [NH:15]1[CH2:19][CH2:18][CH2:17][C@H:16]1/[CH:20]=[CH:21]/[C:22]1[CH:23]=[N:24][CH:25]=[CH:26][CH:27]=1. The yield is 0.731. (5) The reactants are [CH3:1][C:2]1[S:3][CH:4]=[CH:5][N:6]=1.C([Li])CCC.[CH2:12]([Sn:16](Cl)([CH2:21][CH2:22][CH2:23][CH3:24])[CH2:17][CH2:18][CH2:19][CH3:20])[CH2:13][CH2:14][CH3:15]. The product is [CH3:1][C:2]1[S:3][C:4]([Sn:16]([CH2:17][CH2:18][CH2:19][CH3:20])([CH2:21][CH2:22][CH2:23][CH3:24])[CH2:12][CH2:13][CH2:14][CH3:15])=[CH:5][N:6]=1. The yield is 0.850. The catalyst is C1COCC1. (6) The yield is 0.900. The reactants are [Cl:1][C:2]1[CH:10]=[C:9]2[C:5]([CH:6]=[CH:7][NH:8]2)=[CH:4][C:3]=1B1OCC(C)(C)CO1.[C:19](=O)([O-])[O-:20].[K+].[K+].Br[C:26]1[CH:31]=[CH:30][C:29]([C:32]2([CH2:35][OH:36])[CH2:34][CH2:33]2)=[CH:28][CH:27]=1. The product is [Cl:1][C:2]1[CH:10]=[C:9]2[C:5]([C:6]([CH:19]=[O:20])=[CH:7][NH:8]2)=[CH:4][C:3]=1[C:26]1[CH:31]=[CH:30][C:29]([C:32]2([CH2:35][OH:36])[CH2:34][CH2:33]2)=[CH:28][CH:27]=1. The catalyst is O1CCOCC1.CN(C=O)C.O.C1C=CC(P(C2C=CC=CC=2)[C-]2C=CC=C2)=CC=1.C1C=CC(P(C2C=CC=CC=2)[C-]2C=CC=C2)=CC=1.Cl[Pd]Cl.[Fe+2].